Dataset: Rat liver microsome stability data. Task: Regression/Classification. Given a drug SMILES string, predict its absorption, distribution, metabolism, or excretion properties. Task type varies by dataset: regression for continuous measurements (e.g., permeability, clearance, half-life) or binary classification for categorical outcomes (e.g., BBB penetration, CYP inhibition). Dataset: rlm. (1) The compound is Oc1c(C(Nc2nccs2)c2ccc(C(F)(F)F)cc2)ccc2cccnc12. The result is 1 (stable in rat liver microsomes). (2) The compound is Cn1nc(-c2ccc(C(=O)N3CCC[C@H]3CN3CCCC3)cc2)ccc1=O. The result is 0 (unstable in rat liver microsomes). (3) The drug is CS(=O)(=O)c1cc(-c2cccc(-c3ccnc4c(C(F)(F)F)cccc34)c2)ccc1F. The result is 1 (stable in rat liver microsomes). (4) The drug is Fc1ccc(-c2csc3ncnc(Sc4nnnn4C4CC4)c23)cc1. The result is 1 (stable in rat liver microsomes). (5) The molecule is COc1cnccc1-c1nc(Nc2ccc(F)c(F)c2)c2ccccc2n1. The result is 0 (unstable in rat liver microsomes). (6) The molecule is O=C1CCCC2=C1C(c1[nH]ncc1Cl)NC(Nc1nc3c(Cl)cccc3o1)=N2. The result is 1 (stable in rat liver microsomes).